Dataset: Full USPTO retrosynthesis dataset with 1.9M reactions from patents (1976-2016). Task: Predict the reactants needed to synthesize the given product. (1) Given the product [C:1]([NH:4][CH2:5][CH2:6][CH2:7][S:8]([O:11][CH2:12][C:13]([CH3:28])([CH3:27])[C@@H:14]([OH:19])[C:15]([O:17][CH3:18])=[O:16])(=[O:9])=[O:10])(=[O:3])[CH3:2], predict the reactants needed to synthesize it. The reactants are: [C:1]([NH:4][CH2:5][CH2:6][CH2:7][S:8]([O:11][CH2:12][C:13]([CH3:28])([CH3:27])[C@@H:14]([O:19]CC1C=CC=CC=1)[C:15]([O:17][CH3:18])=[O:16])(=[O:10])=[O:9])(=[O:3])[CH3:2]. (2) Given the product [NH2:49]/[C:33](=[N:32]\[O:15][C:14]([C@H:11]1[CH2:12][CH2:13][C@H:9]([NH:8][C:6](=[O:7])[O:5][C:1]([CH3:4])([CH3:2])[CH3:3])[CH2:10]1)=[O:16])/[CH:34]([C:42]1[CH:43]=[CH:44][C:45]([CH3:48])=[CH:46][CH:47]=1)[O:35][CH:36]1[CH2:41][CH2:40][CH2:39][CH2:38][O:37]1, predict the reactants needed to synthesize it. The reactants are: [C:1]([O:5][C:6]([NH:8][C@H:9]1[CH2:13][CH2:12][C@H:11]([C:14]([OH:16])=[O:15])[CH2:10]1)=[O:7])([CH3:4])([CH3:3])[CH3:2].C1C=CC2N(O)N=NC=2C=1.C(Cl)CCl.O/[N:32]=[C:33](\[NH2:49])/[CH:34]([C:42]1[CH:47]=[CH:46][C:45]([CH3:48])=[CH:44][CH:43]=1)[O:35][CH:36]1[CH2:41][CH2:40][CH2:39][CH2:38][O:37]1.C(=O)(O)[O-].[Na+]. (3) Given the product [Cl:1][C:2]1[CH:3]=[C:4]([CH:5]=[C:6]([F:34])[C:7]=1[CH2:8][S:9][C:10]1[N:11]([C:27]2[CH:28]=[CH:29][C:30]([F:33])=[CH:31][CH:32]=2)[C:12]([C:15]([C:18]2[CH:23]=[CH:22][C:21]([Cl:24])=[C:20]([O:25][CH3:26])[CH:19]=2)([CH3:16])[CH3:17])=[CH:13][N:14]=1)[NH2:35], predict the reactants needed to synthesize it. The reactants are: [Cl:1][C:2]1[CH:3]=[C:4]([NH:35]C(=O)OC(C)(C)C)[CH:5]=[C:6]([F:34])[C:7]=1[CH2:8][S:9][C:10]1[N:11]([C:27]2[CH:32]=[CH:31][C:30]([F:33])=[CH:29][CH:28]=2)[C:12]([C:15]([C:18]2[CH:23]=[CH:22][C:21]([Cl:24])=[C:20]([O:25][CH3:26])[CH:19]=2)([CH3:17])[CH3:16])=[CH:13][N:14]=1.C(O)(C(F)(F)F)=O. (4) Given the product [ClH:30].[NH2:4][C:5]1[CH:6]=[C:7]2[C:12](=[CH:13][CH:14]=1)[C:11]([S:15]([NH:18][CH2:19][C:20]1[CH:21]=[CH:22][CH:23]=[CH:24][CH:25]=1)(=[O:17])=[O:16])=[CH:10][CH:9]=[CH:8]2, predict the reactants needed to synthesize it. The reactants are: C([NH:4][C:5]1[CH:6]=[C:7]2[C:12](=[CH:13][CH:14]=1)[C:11]([S:15]([NH:18][CH2:19][C:20]1[CH:25]=[CH:24][CH:23]=[CH:22][CH:21]=1)(=[O:17])=[O:16])=[CH:10][CH:9]=[CH:8]2)(=O)C.C(O)CC.[ClH:30]. (5) Given the product [Si:40]([O:43][CH2:44][CH2:45][N:10]1[CH2:11][C:12]2[C:23]([O:24][CH3:25])=[N:22][C:21]([CH3:26])=[CH:20][C:13]=2[CH2:14][CH2:15][CH:16]=[CH:17][CH2:18][C:19]2[C:4]([N:3]([CH2:1][CH3:2])[CH:28]3[CH2:29][CH2:30][O:31][CH2:32][CH2:33]3)=[CH:5][CH:6]=[CH:7][C:8]=2[C:9]1=[O:27])([C:36]([CH3:39])([CH3:38])[CH3:37])([CH3:42])[CH3:41], predict the reactants needed to synthesize it. The reactants are: [CH2:1]([N:3]([CH:28]1[CH2:33][CH2:32][O:31][CH2:30][CH2:29]1)[C:4]1[C:19]2[CH2:18][CH:17]=[CH:16][CH2:15][CH2:14][C:13]3[CH:20]=[C:21]([CH3:26])[N:22]=[C:23]([O:24][CH3:25])[C:12]=3[CH2:11][NH:10][C:9](=[O:27])[C:8]=2[CH:7]=[CH:6][CH:5]=1)[CH3:2].[H-].[Na+].[C:36]([Si:40]([O:43][CH2:44][CH2:45]I)([CH3:42])[CH3:41])([CH3:39])([CH3:38])[CH3:37]. (6) Given the product [OH:1][C@@H:2]1[CH2:6][CH2:5][N:4]([C:8]2[CH:15]=[CH:14][C:13]([C:16]3[N:21]=[C:20]([NH:22][C:23]4[CH:24]=[CH:25][C:26]([N:29]5[CH2:34][CH2:33][N:32]([CH:35]6[CH2:38][O:37][CH2:36]6)[CH2:31][CH2:30]5)=[CH:27][CH:28]=4)[N:19]=[CH:18][N:17]=3)=[CH:12][C:9]=2[C:10]#[N:11])[CH2:3]1, predict the reactants needed to synthesize it. The reactants are: [OH:1][C@@H:2]1[CH2:6][CH2:5][NH:4][CH2:3]1.F[C:8]1[CH:15]=[CH:14][C:13]([C:16]2[N:21]=[C:20]([NH:22][C:23]3[CH:28]=[CH:27][C:26]([N:29]4[CH2:34][CH2:33][N:32]([CH:35]5[CH2:38][O:37][CH2:36]5)[CH2:31][CH2:30]4)=[CH:25][CH:24]=3)[N:19]=[CH:18][N:17]=2)=[CH:12][C:9]=1[C:10]#[N:11].